The task is: Predict the reaction yield, written as a fraction of the theoretical maximum amount of product (1.0 means a 100% yield; for example, 0.34 means a 34% yield).. This data is from Reaction yield outcomes from USPTO patents with 853,638 reactions. (1) The reactants are [CH3:1][O:2][C:3]([C:5]1[S:6][C:7]([C:33]2(O)[CH2:38][CH2:37][CH2:36][CH:35]=[CH:34]2)=[CH:8][C:9]=1[N:10]([C:24]([C@H:26]1[CH2:31][CH2:30][C@H:29]([CH3:32])[CH2:28][CH2:27]1)=[O:25])[C@H:11]1[CH2:16][CH2:15][C@H:14]([O:17][CH:18]2[CH2:23][CH2:22][CH2:21][CH2:20][O:19]2)[CH2:13][CH2:12]1)=[O:4].C([SiH](CC)CC)C.FC(F)(F)C(O)=[O:50].C([O-])(O)=O.[Na+]. The catalyst is C(Cl)Cl. The product is [CH3:1][O:2][C:3]([C:5]1[S:6][C:7]([C:33]2[CH2:38][CH2:37][CH2:36][CH:35]([OH:50])[CH:34]=2)=[CH:8][C:9]=1[N:10]([C:24]([C@H:26]1[CH2:27][CH2:28][C@H:29]([CH3:32])[CH2:30][CH2:31]1)=[O:25])[C@H:11]1[CH2:12][CH2:13][C@H:14]([O:17][CH:18]2[CH2:23][CH2:22][CH2:21][CH2:20][O:19]2)[CH2:15][CH2:16]1)=[O:4]. The yield is 0.450. (2) The reactants are [CH2:1]([C@@H:3]([C:10]1[CH:15]=[CH:14][CH:13]=[C:12]([O:16]C)[CH:11]=1)[C@@H:4]([CH3:9])[CH2:5][N:6]([CH3:8])[CH3:7])[CH3:2].B(Br)(Br)Br.CO.[ClH:24]. The catalyst is ClCCl. The product is [ClH:24].[CH3:8][N:6]([CH3:7])[CH2:5][C@H:4]([CH3:9])[C@H:3]([C:10]1[CH:11]=[C:12]([OH:16])[CH:13]=[CH:14][CH:15]=1)[CH2:1][CH3:2]. The yield is 0.900. (3) The reactants are [N+:1]([C:4]1[CH:5]=[C:6]([C:10]2[CH2:11][CH2:12][N:13](C(OC(C)(C)C)=O)[CH2:14][CH:15]=2)[CH:7]=[CH:8][CH:9]=1)([O-:3])=[O:2].Cl. The catalyst is O1CCOCC1. The product is [N+:1]([C:4]1[CH:5]=[C:6]([C:10]2[CH2:15][CH2:14][NH:13][CH2:12][CH:11]=2)[CH:7]=[CH:8][CH:9]=1)([O-:3])=[O:2]. The yield is 0.875.